This data is from Full USPTO retrosynthesis dataset with 1.9M reactions from patents (1976-2016). The task is: Predict the reactants needed to synthesize the given product. (1) The reactants are: I[C:2]1[CH:3]=[N:4][CH:5]=[CH:6][C:7]=1[NH2:8].[Cl:9][C:10]1[CH:11]=[CH:12][C:13]([O:19][CH3:20])=[C:14](B(O)O)[CH:15]=1.C([O-])([O-])=O.[K+].[K+].O. Given the product [Cl:9][C:10]1[CH:15]=[CH:14][C:13]([O:19][CH3:20])=[C:12]([C:2]2[CH:3]=[N:4][CH:5]=[CH:6][C:7]=2[NH2:8])[CH:11]=1, predict the reactants needed to synthesize it. (2) Given the product [Si:19]([O:14][C:11]1[CH:12]=[CH:13][C:8]([C:7]2[C:2]([NH2:1])=[N:3][CH:4]=[CH:5][CH:6]=2)=[CH:9][CH:10]=1)([C:15]([CH3:18])([CH3:17])[CH3:16])([CH3:22])[CH3:21], predict the reactants needed to synthesize it. The reactants are: [NH2:1][C:2]1[C:7]([C:8]2[CH:13]=[CH:12][C:11]([OH:14])=[CH:10][CH:9]=2)=[CH:6][CH:5]=[CH:4][N:3]=1.[C:15]([Si:19]([CH3:22])([CH3:21])Cl)([CH3:18])([CH3:17])[CH3:16].N1C=CN=C1.O. (3) Given the product [CH3:26][O:27][C:28](=[O:47])[CH2:29][C:30]1[CH:31]=[C:32]([C:2]2[CH:21]=[CH:20][C:19]([C:22]([F:25])([F:24])[F:23])=[CH:18][C:3]=2[CH2:4][N:5]2[C@H:9]([CH3:10])[C@H:8]([C:11]3[CH:16]=[CH:15][CH:14]=[CH:13][CH:12]=3)[O:7][C:6]2=[O:17])[C:33]([O:36][CH3:37])=[CH:34][CH:35]=1, predict the reactants needed to synthesize it. The reactants are: Br[C:2]1[CH:21]=[CH:20][C:19]([C:22]([F:25])([F:24])[F:23])=[CH:18][C:3]=1[CH2:4][N:5]1[C@H:9]([CH3:10])[C@H:8]([C:11]2[CH:16]=[CH:15][CH:14]=[CH:13][CH:12]=2)[O:7][C:6]1=[O:17].[CH3:26][O:27][C:28](=[O:47])[CH2:29][C:30]1[CH:35]=[CH:34][C:33]([O:36][CH3:37])=[C:32](B2OC(C)(C)C(C)(C)O2)[CH:31]=1. (4) Given the product [C:21]([C:13]1[CH:12]=[C:11]([C:8]2[CH:7]=[CH:6][CH:5]=[C:4]3[C:9]=2[CH:10]=[C:2]([CH:25]2[CH2:27][CH2:26]2)[CH2:3]3)[CH:16]=[C:15]([C:17]([CH3:18])([CH3:19])[CH3:20])[CH:14]=1)([CH3:23])([CH3:22])[CH3:24], predict the reactants needed to synthesize it. The reactants are: Br[C:2]1[CH2:3][C:4]2[C:9]([CH:10]=1)=[C:8]([C:11]1[CH:16]=[C:15]([C:17]([CH3:20])([CH3:19])[CH3:18])[CH:14]=[C:13]([C:21]([CH3:24])([CH3:23])[CH3:22])[CH:12]=1)[CH:7]=[CH:6][CH:5]=2.[CH:25]1([Mg]Br)[CH2:27][CH2:26]1. (5) Given the product [CH3:1][S:2]([CH2:5][CH2:6][CH2:7][CH2:8][NH2:9])(=[O:4])=[O:3], predict the reactants needed to synthesize it. The reactants are: [CH3:1][S:2]([CH2:5][CH2:6][CH2:7][CH2:8][N:9]1C(=O)C2C(=CC=CC=2)C1=O)(=[O:4])=[O:3].NN. (6) Given the product [Br:14][C:11]1[CH:12]=[CH:13][C:8]([C:5]2[CH:6]=[CH:7][C:2]([N:21]3[CH2:25][CH2:24][C@@H:23]4[CH2:26][N:27]([C:29]([O:31][CH2:32][CH3:33])=[O:30])[CH2:28][C@H:22]34)=[CH:3][CH:4]=2)=[CH:9][CH:10]=1, predict the reactants needed to synthesize it. The reactants are: Br[C:2]1[CH:7]=[CH:6][C:5]([C:8]2[CH:13]=[CH:12][C:11]([Br:14])=[CH:10][CH:9]=2)=[CH:4][CH:3]=1.C(=O)([O-])[O-].[Cs+].[Cs+].[NH:21]1[CH2:25][CH2:24][C@@H:23]2[CH2:26][N:27]([C:29]([O:31][CH2:32][CH3:33])=[O:30])[CH2:28][C@H:22]12.